This data is from Peptide-MHC class I binding affinity with 185,985 pairs from IEDB/IMGT. The task is: Regression. Given a peptide amino acid sequence and an MHC pseudo amino acid sequence, predict their binding affinity value. This is MHC class I binding data. (1) The peptide sequence is TVLQNLIFL. The binding affinity (normalized) is 0.638. The MHC is H-2-Db with pseudo-sequence H-2-Db. (2) The peptide sequence is ALSGFYYVQ. The MHC is HLA-A02:16 with pseudo-sequence HLA-A02:16. The binding affinity (normalized) is 0.363.